Predict the reactants needed to synthesize the given product. From a dataset of Full USPTO retrosynthesis dataset with 1.9M reactions from patents (1976-2016). (1) Given the product [Cl:1][C:2]1[CH:7]=[CH:6][C:5]([C:8]2([F:24])[CH2:11][O:10][CH2:9]2)=[CH:4][C:3]=1[CH3:13], predict the reactants needed to synthesize it. The reactants are: [Cl:1][C:2]1[CH:7]=[CH:6][C:5]([C:8]2(O)[CH2:11][O:10][CH2:9]2)=[CH:4][C:3]=1[CH3:13].COCCN(S(F)(F)[F:24])CCOC.[NH4+].[Cl-]. (2) Given the product [S:1]([C:5]1[CH:6]=[C:7]([NH:19][C:20]([NH2:37])=[S:21])[C:8]2[C:13]([CH:14]=1)=[CH:12][C:11]([S:15]([OH:18])(=[O:16])=[O:17])=[CH:10][CH:9]=2)([OH:4])(=[O:3])=[O:2].[Na:22], predict the reactants needed to synthesize it. The reactants are: [S:1]([C:5]1[CH:6]=[C:7]([N:19]=[C:20]=[S:21])[C:8]2[C:13]([CH:14]=1)=[CH:12][C:11]([S:15]([OH:18])(=[O:17])=[O:16])=[CH:10][CH:9]=2)([OH:4])(=[O:3])=[O:2].[Na:22].C1C=C2C(C(O)(O)C(=O)C2=CC=1)=O.C[N:37](C)CC=C. (3) Given the product [CH2:41]([O:15][C:14](=[O:16])[C@@H:13]([NH:17][C:18]([O:20][CH2:21][CH:22]1[C:34]2[CH:33]=[CH:32][CH:31]=[CH:30][C:29]=2[C:28]2[C:23]1=[CH:24][CH:25]=[CH:26][CH:27]=2)=[O:19])[CH2:12][CH2:11][CH2:10][CH2:9][NH:8][C:6]([O:5][C:1]([CH3:4])([CH3:2])[CH3:3])=[O:7])[C:35]1[CH:40]=[CH:39][CH:38]=[CH:37][CH:36]=1, predict the reactants needed to synthesize it. The reactants are: [C:1]([O:5][C:6]([NH:8][CH2:9][CH2:10][CH2:11][CH2:12][C@H:13]([NH:17][C:18]([O:20][CH2:21][CH:22]1[C:34]2[CH:33]=[CH:32][CH:31]=[CH:30][C:29]=2[C:28]2[C:23]1=[CH:24][CH:25]=[CH:26][CH:27]=2)=[O:19])[C:14]([OH:16])=[O:15])=[O:7])([CH3:4])([CH3:3])[CH3:2].[C:35]1([CH2:41]O)[CH:40]=[CH:39][CH:38]=[CH:37][CH:36]=1.ON1C2C=CC=CC=2N=N1.Cl.C(N=C=NCCCN(C)C)C.C(N(C(C)C)C(C)C)C. (4) Given the product [CH3:25][O:26][C:27]1[CH:32]=[CH:31][CH:30]=[CH:29][C:28]=1[NH:33][C:34]([N:15]1[CH2:16][CH2:17][N:12]([C:10]2[S:9][N:8]=[C:7]([C:1]3[CH:2]=[CH:3][CH:4]=[CH:5][CH:6]=3)[N:11]=2)[CH2:13][CH2:14]1)=[O:35], predict the reactants needed to synthesize it. The reactants are: [C:1]1([C:7]2[N:11]=[C:10]([N:12]3[CH2:17][CH2:16][NH:15][CH2:14][CH2:13]3)[S:9][N:8]=2)[CH:6]=[CH:5][CH:4]=[CH:3][CH:2]=1.C(N(CC)CC)C.[CH3:25][O:26][C:27]1[CH:32]=[CH:31][CH:30]=[CH:29][C:28]=1[N:33]=[C:34]=[O:35].